This data is from Peptide-MHC class I binding affinity with 185,985 pairs from IEDB/IMGT. The task is: Regression. Given a peptide amino acid sequence and an MHC pseudo amino acid sequence, predict their binding affinity value. This is MHC class I binding data. (1) The peptide sequence is KKSAFYQSY. The MHC is HLA-A03:01 with pseudo-sequence HLA-A03:01. The binding affinity (normalized) is 0.0847. (2) The peptide sequence is PLYEVNSTM. The MHC is HLA-A02:01 with pseudo-sequence HLA-A02:01. The binding affinity (normalized) is 0.221. (3) The peptide sequence is FLRGRAYGL. The MHC is HLA-B18:01 with pseudo-sequence HLA-B18:01. The binding affinity (normalized) is 0.